This data is from Forward reaction prediction with 1.9M reactions from USPTO patents (1976-2016). The task is: Predict the product of the given reaction. (1) Given the reactants [Cl:1][S:2]([OH:5])(=O)=[O:3].[CH3:6][C:7]1[CH:12]=[CH:11][C:10]([N:13]2[CH:17]=[N:16][C:15]([C:18]([F:21])([F:20])[F:19])=[N:14]2)=[C:9]([CH3:22])[CH:8]=1, predict the reaction product. The product is: [CH3:6][C:7]1[CH:8]=[C:9]([CH3:22])[C:10]([N:13]2[CH:17]=[N:16][C:15]([C:18]([F:20])([F:21])[F:19])=[N:14]2)=[CH:11][C:12]=1[S:2]([Cl:1])(=[O:5])=[O:3]. (2) The product is: [CH2:8]([C:2]1[CH:3]=[C:4]([Cl:15])[C:5]2[O:14][C:13]3[CH2:12][CH2:11][N:10]([C:30]([O:32][C:33]([CH3:34])([CH3:35])[CH3:36])=[O:31])[CH2:9][C:8]=3[C:6]=2[CH:7]=1)[C:6]1[CH:7]=[CH:2][CH:3]=[CH:4][CH:5]=1. Given the reactants Br[C:2]1[CH:3]=[C:4]([Cl:15])[C:5]2[O:14][C:13]3[CH2:12][CH2:11][NH:10][CH2:9][C:8]=3[C:6]=2[CH:7]=1.C(=O)([O-])[O-].[K+].[K+].[C:30](O[C:30]([O:32][C:33]([CH3:36])([CH3:35])[CH3:34])=[O:31])([O:32][C:33]([CH3:36])([CH3:35])[CH3:34])=[O:31], predict the reaction product.